This data is from Full USPTO retrosynthesis dataset with 1.9M reactions from patents (1976-2016). The task is: Predict the reactants needed to synthesize the given product. (1) Given the product [N+:15]([C:14]1[C:9]([NH:8][C:4]2[CH:5]=[CH:6][CH:7]=[C:2](/[CH:19]=[CH:18]/[C:20]3[CH:25]=[CH:24][N:23]=[CH:22][CH:21]=3)[CH:3]=2)=[N:10][CH:11]=[CH:12][CH:13]=1)([O-:17])=[O:16], predict the reactants needed to synthesize it. The reactants are: I[C:2]1[CH:3]=[C:4]([NH:8][C:9]2[C:14]([N+:15]([O-:17])=[O:16])=[CH:13][CH:12]=[CH:11][N:10]=2)[CH:5]=[CH:6][CH:7]=1.[CH:18]([C:20]1[CH:25]=[CH:24][N:23]=[CH:22][CH:21]=1)=[CH2:19].C(=O)(O)[O-].[Na+]. (2) Given the product [Cl:1][C:2]1[CH:3]=[C:4]([N:11]([CH2:18][C:19]2[CH:20]=[CH:21][C:22]([O:25][CH3:26])=[CH:23][CH:24]=2)[C:12]2[CH:17]=[CH:16][CH:15]=[CH:14][CH:13]=2)[C:5]2[N:6]([C:8]([I:34])=[CH:9][N:10]=2)[N:7]=1, predict the reactants needed to synthesize it. The reactants are: [Cl:1][C:2]1[CH:3]=[C:4]([N:11]([CH2:18][C:19]2[CH:24]=[CH:23][C:22]([O:25][CH3:26])=[CH:21][CH:20]=2)[C:12]2[CH:17]=[CH:16][CH:15]=[CH:14][CH:13]=2)[C:5]2[N:6]([CH:8]=[CH:9][N:10]=2)[N:7]=1.C1C(=O)N([I:34])C(=O)C1. (3) Given the product [CH3:16][C:6]1[C:7]([NH:8][C:9](=[O:15])[O:10][C:11]([CH3:14])([CH3:12])[CH3:13])=[C:2]([CH3:1])[N:3]=[C:4]([O:17][CH2:18][C:19]([N:21]([CH3:28])[CH:22]2[CH2:23][CH2:24][N:25]([C:29]3[CH:34]=[CH:33][CH:32]=[CH:31][CH:30]=3)[CH2:26][CH2:27]2)=[O:20])[N:5]=1, predict the reactants needed to synthesize it. The reactants are: [CH3:1][C:2]1[C:7]([NH:8][C:9](=[O:15])[O:10][C:11]([CH3:14])([CH3:13])[CH3:12])=[C:6]([CH3:16])[N:5]=[C:4]([O:17][CH2:18][C:19]([N:21]([CH3:28])[CH:22]2[CH2:27][CH2:26][NH:25][CH2:24][CH2:23]2)=[O:20])[N:3]=1.[C:29]1(OB(O)O)[CH:34]=[CH:33][CH:32]=[CH:31][CH:30]=1. (4) Given the product [N:24]1([C:29]2[CH:35]=[CH:34][C:32]([NH:33][C:1]([C:4]34[CH2:11][CH2:10][C:7]([NH:12][CH2:13][C:14]([N:16]5[CH2:20][C@@H:19]([F:21])[CH2:18][C@H:17]5[C:22]#[N:23])=[O:15])([CH2:8][CH2:9]3)[CH2:6][CH2:5]4)=[O:2])=[CH:31][CH:30]=2)[CH2:25][CH2:26][CH2:27][CH2:28]1, predict the reactants needed to synthesize it. The reactants are: [C:1]([C:4]12[CH2:11][CH2:10][C:7]([NH:12][CH2:13][C:14]([N:16]3[CH2:20][C@@H:19]([F:21])[CH2:18][C@H:17]3[C:22]#[N:23])=[O:15])([CH2:8][CH2:9]1)[CH2:6][CH2:5]2)(O)=[O:2].[N:24]1([C:29]2[CH:35]=[CH:34][C:32]([NH2:33])=[CH:31][CH:30]=2)[CH2:28][CH2:27][CH2:26][CH2:25]1. (5) Given the product [F:11][C:10]([F:13])([F:12])[C:7]1[CH:8]=[CH:9][C:2]2[S:16][C:17]([C:18]([O:20][CH3:21])=[O:19])=[CH:4][C:3]=2[CH:6]=1, predict the reactants needed to synthesize it. The reactants are: F[C:2]1[CH:9]=[CH:8][C:7]([C:10]([F:13])([F:12])[F:11])=[CH:6][C:3]=1[CH:4]=O.[H-].[Na+].[SH:16][CH2:17][C:18]([O:20][CH3:21])=[O:19]. (6) The reactants are: [NH2:1][CH:2]1[CH:7]([OH:8])[CH2:6][CH2:5][N:4]([C:9]([O:11][C:12]([CH3:15])([CH3:14])[CH3:13])=[O:10])[CH2:3]1.C(N(CC)CC)C.[F:23][C:24]([F:34])([F:33])[C:25]1[CH:32]=[CH:31][C:28]([CH2:29]Cl)=[CH:27][CH:26]=1.C([O:37]C(=O)CC(C)=O)C. Given the product [OH:8][CH:7]1[CH2:6][CH2:5][N:4]([C:9]([O:11][C:12]([CH3:15])([CH3:14])[CH3:13])=[O:10])[CH2:3][CH:2]1[NH:1][C:29](=[O:37])[C:28]1[CH:31]=[CH:32][C:25]([C:24]([F:34])([F:33])[F:23])=[CH:26][CH:27]=1, predict the reactants needed to synthesize it.